Dataset: Full USPTO retrosynthesis dataset with 1.9M reactions from patents (1976-2016). Task: Predict the reactants needed to synthesize the given product. (1) Given the product [F:1][C:2]1[C:11]2[O:10][CH2:9][C@@H:8]([CH3:12])[NH:7][C:6]=2[C:5]([NH2:13])=[CH:4][CH:3]=1, predict the reactants needed to synthesize it. The reactants are: [F:1][C:2]1[C:11]2[O:10][CH2:9][C@@H:8]([CH3:12])[NH:7][C:6]=2[C:5]([N+:13]([O-])=O)=[CH:4][CH:3]=1. (2) Given the product [C:13]1([CH2:12][O:11][C:9]([NH:8][C@H:7]([C:6]([OH:33])=[O:5])[CH2:26][S:27][CH2:28][C@H:29]([OH:32])[CH2:30][OH:31])=[O:10])[C:25]2[CH2:24][C:23]3[C:18](=[CH:19][CH:20]=[CH:21][CH:22]=3)[C:17]=2[CH:16]=[CH:15][CH:14]=1, predict the reactants needed to synthesize it. The reactants are: C([O:5][C:6](=[O:33])[C@H:7]([CH2:26][S:27][CH2:28][C@H:29]([OH:32])[CH2:30][OH:31])[NH:8][C:9]([O:11][CH2:12][C:13]1[C:25]2[CH2:24][C:23]3[C:18](=[CH:19][CH:20]=[CH:21][CH:22]=3)[C:17]=2[CH:16]=[CH:15][CH:14]=1)=[O:10])(C)(C)C. (3) Given the product [CH2:11]([C:8]1[CH:7]=[CH:6][C:5]([CH2:3][CH2:2][Br:1])=[CH:10][CH:9]=1)[CH2:12][CH2:13][CH2:14][CH2:15][CH2:16][CH2:17][CH3:18], predict the reactants needed to synthesize it. The reactants are: [Br:1][CH2:2][C:3]([C:5]1[CH:10]=[CH:9][C:8]([CH2:11][CH2:12][CH2:13][CH2:14][CH2:15][CH2:16][CH2:17][CH3:18])=[CH:7][CH:6]=1)=O.C([SiH](CC)CC)C.CCCCCC.C([O-])(O)=O.[Na+]. (4) Given the product [OH:22][CH2:21][CH2:20][O:19][CH2:18][CH2:17][NH:16][C:9](=[O:10])[O:11][C:12]([CH3:13])([CH3:14])[CH3:15], predict the reactants needed to synthesize it. The reactants are: [C:9](O[C:9]([O:11][C:12]([CH3:15])([CH3:14])[CH3:13])=[O:10])([O:11][C:12]([CH3:15])([CH3:14])[CH3:13])=[O:10].[NH2:16][CH2:17][CH2:18][O:19][CH2:20][CH2:21][OH:22]. (5) Given the product [CH2:20]([O:1][C@@H:2]1[CH2:6][CH2:5][CH2:4][C@@H:3]1[N:7]1[C:8](=[O:17])[C:9]2[C:14](=[CH:13][CH:12]=[CH:11][CH:10]=2)[C:15]1=[O:16])[C:21]1[CH:26]=[CH:25][CH:24]=[CH:23][CH:22]=1, predict the reactants needed to synthesize it. The reactants are: [OH:1][C@@H:2]1[CH2:6][CH2:5][CH2:4][C@@H:3]1[N:7]1[C:15](=[O:16])[C:14]2[C:9](=[CH:10][CH:11]=[CH:12][CH:13]=2)[C:8]1=[O:17].[H-].[Na+].[CH2:20](Br)[C:21]1[CH:26]=[CH:25][CH:24]=[CH:23][CH:22]=1. (6) The reactants are: [Cl:1][C:2]1[CH:7]=[C:6]([Cl:8])[CH:5]=[CH:4][C:3]=1[C:9]1[C:10]([C:20]#[N:21])=[C:11](I)[S:12][C:13]=1[C:14]1[NH:18][CH:17]=[N:16][N:15]=1.C[Sn](C)(C)[C:24]1[CH:29]=[CH:28][N:27]=[C:26]([NH:30][C:31](=[O:37])[O:32][C:33]([CH3:36])([CH3:35])[CH3:34])[CH:25]=1.[Cl-].[Li+]. Given the product [C:20]([C:10]1[C:9]([C:3]2[CH:4]=[CH:5][C:6]([Cl:8])=[CH:7][C:2]=2[Cl:1])=[C:13]([C:14]2[NH:18][CH:17]=[N:16][N:15]=2)[S:12][C:11]=1[C:24]1[CH:29]=[CH:28][N:27]=[C:26]([NH:30][C:31](=[O:37])[O:32][C:33]([CH3:35])([CH3:34])[CH3:36])[CH:25]=1)#[N:21], predict the reactants needed to synthesize it.